Task: Predict which catalyst facilitates the given reaction.. Dataset: Catalyst prediction with 721,799 reactions and 888 catalyst types from USPTO (1) Reactant: [NH2:1][C:2]1[N:7]=[C:6]([NH:8][C:9]2[CH:14]=[CH:13][C:12]([NH:15][C:16](=[O:26])[C:17]3[CH:22]=[CH:21][C:20]([N+:23]([O-])=O)=[CH:19][CH:18]=3)=[CH:11][CH:10]=2)[CH:5]=[C:4]([CH3:27])[N:3]=1.CCO.[ClH:31]. Product: [ClH:31].[NH2:23][C:20]1[CH:21]=[CH:22][C:17]([C:16]([NH:15][C:12]2[CH:11]=[CH:10][C:9]([NH:8][C:6]3[CH:5]=[C:4]([CH3:27])[N:3]=[C:2]([NH2:1])[N:7]=3)=[CH:14][CH:13]=2)=[O:26])=[CH:18][CH:19]=1. The catalyst class is: 150. (2) Reactant: [CH2:1]([C:4]1[CH:9]=[CH:8][CH:7]=[CH:6][C:5]=1[CH2:10][C:11]([OH:13])=O)[CH:2]=[CH2:3].ClC(N(C)C)=C(C)C.C(N(CC)CC)C. Product: [CH2:3]1[CH:2]2[CH2:1][C:4]3[CH:9]=[CH:8][CH:7]=[CH:6][C:5]=3[CH:10]2[C:11]1=[O:13]. The catalyst class is: 4. (3) Reactant: [CH3:1][O:2][C:3]1[CH:28]=[CH:27][C:6]([CH2:7][N:8]2[C:12]3=[N:13][CH:14]=[CH:15][C:16]([O:17][C:18]4[CH:23]=[CH:22][C:21]([NH2:24])=[CH:20][C:19]=4[F:25])=[C:11]3[C:10](I)=[N:9]2)=[CH:5][CH:4]=1.C([O-])([O-])=O.[Cs+].[Cs+].[N:35]1([C:41]([C:43]2[CH:48]=[CH:47][C:46](B(O)O)=[CH:45][CH:44]=2)=[O:42])[CH2:40][CH2:39][O:38][CH2:37][CH2:36]1. Product: [NH2:24][C:21]1[CH:22]=[CH:23][C:18]([O:17][C:16]2[CH:15]=[CH:14][N:13]=[C:12]3[N:8]([CH2:7][C:6]4[CH:27]=[CH:28][C:3]([O:2][CH3:1])=[CH:4][CH:5]=4)[N:9]=[C:10]([C:46]4[CH:45]=[CH:44][C:43]([C:41]([N:35]5[CH2:40][CH2:39][O:38][CH2:37][CH2:36]5)=[O:42])=[CH:48][CH:47]=4)[C:11]=23)=[C:19]([F:25])[CH:20]=1. The catalyst class is: 104.